Dataset: Catalyst prediction with 721,799 reactions and 888 catalyst types from USPTO. Task: Predict which catalyst facilitates the given reaction. Reactant: [Cl:1][C:2]1[CH:7]=[CH:6][C:5]([CH2:8][NH:9][C:10]([C:12]2([C:15]([F:18])([F:17])[F:16])[CH2:14][CH2:13]2)=[O:11])=[CH:4][C:3]=1[NH:19][C:20]1[NH:24][C:23]2[CH:25]=[C:26]([O:34][CH2:35][CH:36]([F:38])[F:37])[C:27]([C:29]([O:31]CC)=O)=[CH:28][C:22]=2[N:21]=1.[Br:39][C:40]1[CH:46]=[CH:45][C:43]([NH2:44])=[CH:42][CH:41]=1.C[Al](C)C.C1(C)C=CC=CC=1. Product: [Br:39][C:40]1[CH:46]=[CH:45][C:43]([NH:44][C:29]([C:27]2[C:26]([O:34][CH2:35][CH:36]([F:37])[F:38])=[CH:25][C:23]3[NH:24][C:20]([NH:19][C:3]4[CH:4]=[C:5]([CH2:8][NH:9][C:10]([C:12]5([C:15]([F:18])([F:17])[F:16])[CH2:13][CH2:14]5)=[O:11])[CH:6]=[CH:7][C:2]=4[Cl:1])=[N:21][C:22]=3[CH:28]=2)=[O:31])=[CH:42][CH:41]=1. The catalyst class is: 12.